Dataset: Full USPTO retrosynthesis dataset with 1.9M reactions from patents (1976-2016). Task: Predict the reactants needed to synthesize the given product. (1) The reactants are: [Cl:1][C:2]1[CH:10]=[CH:9][C:5]([C:6]([NH2:8])=[O:7])=[CH:4][CH:3]=1.[CH3:11][S:12][CH2:13][CH2:14][CH:15]=O.[NH:17]1[C:21]2[CH:22]=[CH:23][CH:24]=[CH:25][C:20]=2[N:19]=[N:18]1.C1(C)C=CC(S(O)(=O)=O)=CC=1. Given the product [N:17]1([CH:15]([NH:8][C:6](=[O:7])[C:5]2[CH:9]=[CH:10][C:2]([Cl:1])=[CH:3][CH:4]=2)[CH2:14][CH2:13][S:12][CH3:11])[C:21]2[CH:22]=[CH:23][CH:24]=[CH:25][C:20]=2[N:19]=[N:18]1, predict the reactants needed to synthesize it. (2) Given the product [F:1][C:2]1[CH:3]=[C:4]([CH2:16][C:17]([O:19][CH3:20])=[O:18])[CH:5]=[CH:6][C:7]=1[C:26]1[CH:25]=[CH:24][CH:23]=[C:22]([OH:21])[CH:27]=1, predict the reactants needed to synthesize it. The reactants are: [F:1][C:2]1[CH:3]=[C:4]([CH2:16][C:17]([O:19][CH3:20])=[O:18])[CH:5]=[CH:6][C:7]=1OS(C(F)(F)F)(=O)=O.[OH:21][C:22]1[CH:23]=[C:24](B(O)O)[CH:25]=[CH:26][CH:27]=1. (3) Given the product [C:17]([O:16][C:14](=[O:15])[CH2:13][N:7]1[CH2:6][CH2:5][C:4]2[C:9](=[CH:10][CH:11]=[C:2]([Br:1])[CH:3]=2)[CH2:8]1)([CH3:20])([CH3:19])[CH3:18], predict the reactants needed to synthesize it. The reactants are: [Br:1][C:2]1[CH:3]=[C:4]2[C:9](=[CH:10][CH:11]=1)[CH2:8][NH:7][CH2:6][CH2:5]2.Br[CH2:13][C:14]([O:16][C:17]([CH3:20])([CH3:19])[CH3:18])=[O:15].C(=O)([O-])[O-].[Na+].[Na+].[Na+].[I-]. (4) Given the product [C:2]1([NH:12][C:11]([NH2:17])=[S:10])[CH:7]=[CH:6][CH:5]=[CH:4][CH:3]=1, predict the reactants needed to synthesize it. The reactants are: C(Cl)(=O)[C:2]1[CH:7]=[CH:6][CH:5]=[CH:4][CH:3]=1.[S-:10][C:11]#[N:12].[NH4+].CC1C=CC(NC(OC(C)(C)C)=O)=CC=1[NH2:17]. (5) Given the product [CH2:1]([C:2]1[NH:3][C:4]2=[N:5][CH:6]=[CH:7][CH:8]=[C:9]2[CH:10]=1)[CH3:12], predict the reactants needed to synthesize it. The reactants are: [CH3:1][C:2]1[NH:3][C:4]2[C:9]([CH:10]=1)=[CH:8][CH:7]=[CH:6][N:5]=2.[Li][CH2:12]CCC.CC([O-])(C)C.[K+].CI.